This data is from Catalyst prediction with 721,799 reactions and 888 catalyst types from USPTO. The task is: Predict which catalyst facilitates the given reaction. (1) Reactant: [O:1]=[C:2]1[C:6]2([CH2:11][CH2:10][N:9]([C:12]([O:14][C:15]([CH3:18])([CH3:17])[CH3:16])=[O:13])[CH2:8][CH2:7]2)[CH2:5][CH2:4][NH:3]1.Br[C:20]1[CH:25]=[CH:24][C:23]([S:26]([CH3:29])(=[O:28])=[O:27])=[CH:22][N:21]=1.CC1(C)C2C(=C(P(C3C=CC=CC=3)C3C=CC=CC=3)C=CC=2)OC2C(P(C3C=CC=CC=3)C3C=CC=CC=3)=CC=CC1=2.C([O-])([O-])=O.[Cs+].[Cs+]. Product: [CH3:29][S:26]([C:23]1[CH:24]=[CH:25][C:20]([N:3]2[CH2:4][CH2:5][C:6]3([CH2:11][CH2:10][N:9]([C:12]([O:14][C:15]([CH3:18])([CH3:17])[CH3:16])=[O:13])[CH2:8][CH2:7]3)[C:2]2=[O:1])=[N:21][CH:22]=1)(=[O:28])=[O:27]. The catalyst class is: 110. (2) Reactant: Cl.[C:2]([O:6][C:7](=[O:10])[CH2:8][NH2:9])([CH3:5])([CH3:4])[CH3:3].[O-:11][C:12]#[N:13].[K+]. Product: [C:2]([O:6][C:7](=[O:10])[CH2:8][NH:9][C:12]([NH2:13])=[O:11])([CH3:5])([CH3:4])[CH3:3]. The catalyst class is: 6. (3) Reactant: [CH:1]1[C:6]2[CH:7]=[N:8][C:9]3[CH:15]=[CH:14][CH:13]=[CH:12][C:10]=3[O:11][C:5]=2[CH:4]=[CH:3][CH:2]=1.CC1C=CC(S([CH2:26][N+:27]#[C-:28])(=O)=O)=CC=1.C(=O)([O-])[O-].[K+].[K+].N1CCN=C1. Product: [CH:26]1[N:27]=[CH:28][N:8]2[C:7]=1[C:6]1[CH:1]=[CH:2][CH:3]=[CH:4][C:5]=1[O:11][C:10]1[CH:12]=[CH:13][CH:14]=[CH:15][C:9]2=1. The catalyst class is: 24. (4) The catalyst class is: 8. Reactant: CN.O.[C:4]1([CH:10]([C:26]2[CH:31]=[CH:30][CH:29]=[CH:28][CH:27]=2)[N:11]2[CH2:14][CH:13]([N:15]3C(=O)C4=CC=CC=C4C3=O)[CH2:12]2)[CH:9]=[CH:8][CH:7]=[CH:6][CH:5]=1. Product: [NH2:15][CH:13]1[CH2:14][N:11]([CH:10]([C:4]2[CH:9]=[CH:8][CH:7]=[CH:6][CH:5]=2)[C:26]2[CH:31]=[CH:30][CH:29]=[CH:28][CH:27]=2)[CH2:12]1. (5) The catalyst class is: 7. Product: [N+:1]([C:4]1[CH:5]=[CH:6][C:7]([CH:10]2[CH2:15][NH:14][CH2:13][CH2:12][S:11]2)=[CH:8][CH:9]=1)([O-:3])=[O:2]. Reactant: [N+:1]([C:4]1[CH:9]=[CH:8][C:7]([CH:10]2[CH2:15][NH:14][C:13](=O)[CH2:12][S:11]2)=[CH:6][CH:5]=1)([O-:3])=[O:2].[H-].[Al+3].[Li+].[H-].[H-].[H-].[O-]S([O-])(=O)=O.[Na+].[Na+]. (6) Reactant: [OH:1][C:2]1[CH:7]=[CH:6][C:5]([C:8]2[CH:13]=[CH:12][CH:11]=[CH:10][CH:9]=2)=[CH:4][CH:3]=1.Br[CH2:15][CH2:16][CH2:17][CH2:18][CH2:19][CH2:20][OH:21].C(=O)([O-])[O-].[K+].[K+]. Product: [OH:21][CH2:20][CH2:19][CH2:18][CH2:17][CH2:16][CH2:15][O:1][C:2]1[CH:3]=[CH:4][C:5]([C:8]2[CH:13]=[CH:12][CH:11]=[CH:10][CH:9]=2)=[CH:6][CH:7]=1. The catalyst class is: 21. (7) Reactant: [CH:1]1[CH:6]=[CH:5][C:4]([CH2:7][O:8][C:9]([NH:11][CH2:12][C:13]([NH2:15])=[S:14])=[O:10])=[CH:3][CH:2]=1.C(=O)([O-])O.[K+].C([CH:23](Br)[C:24](=O)[C:25]([O-:27])=[O:26])C.F[C:31](F)(F)[C:32](OC(=O)C(F)(F)F)=O.N1C(C)=CC=CC=1C. Product: [CH2:7]([O:8][C:9]([NH:11][CH2:12][C:13]1[S:14][CH:23]=[C:24]([C:25]([O:27][CH2:31][CH3:32])=[O:26])[N:15]=1)=[O:10])[C:4]1[CH:5]=[CH:6][CH:1]=[CH:2][CH:3]=1. The catalyst class is: 57.